This data is from Full USPTO retrosynthesis dataset with 1.9M reactions from patents (1976-2016). The task is: Predict the reactants needed to synthesize the given product. Given the product [F:1][C:2]1[CH:3]=[C:4]([C:10](=[O:12])[CH2:11][C:13]([O:16][CH3:17])=[O:15])[CH:5]=[CH:6][C:7]=1[S:8][CH3:9], predict the reactants needed to synthesize it. The reactants are: [F:1][C:2]1[CH:3]=[C:4]([C:10](=[O:12])[CH3:11])[CH:5]=[CH:6][C:7]=1[S:8][CH3:9].[C:13]([O:16][CH2:17]C)(=[O:15])C.